Dataset: NCI-60 drug combinations with 297,098 pairs across 59 cell lines. Task: Regression. Given two drug SMILES strings and cell line genomic features, predict the synergy score measuring deviation from expected non-interaction effect. Drug 1: CC1C(C(=O)NC(C(=O)N2CCCC2C(=O)N(CC(=O)N(C(C(=O)O1)C(C)C)C)C)C(C)C)NC(=O)C3=C4C(=C(C=C3)C)OC5=C(C(=O)C(=C(C5=N4)C(=O)NC6C(OC(=O)C(N(C(=O)CN(C(=O)C7CCCN7C(=O)C(NC6=O)C(C)C)C)C)C(C)C)C)N)C. Drug 2: CCN(CC)CCCC(C)NC1=C2C=C(C=CC2=NC3=C1C=CC(=C3)Cl)OC. Cell line: SK-MEL-5. Synergy scores: CSS=45.9, Synergy_ZIP=0.128, Synergy_Bliss=0.372, Synergy_Loewe=-41.7, Synergy_HSA=0.485.